Dataset: Forward reaction prediction with 1.9M reactions from USPTO patents (1976-2016). Task: Predict the product of the given reaction. (1) Given the reactants [CH2:1]([C:8]1[CH:13]=[CH:12][C:11]([CH2:14][CH:15]([O:22][CH2:23][CH3:24])[C:16]([O:18][CH:19]([CH3:21])[CH3:20])=[O:17])=[CH:10][C:9]=1[OH:25])[C:2]1[CH:7]=[CH:6][CH:5]=[CH:4][CH:3]=1.CC(=O)CC.[CH3:31][S:32]([O:35][C:36]1[CH:41]=[CH:40][C:39]([CH2:42][CH2:43]CS([O-])(=O)=O)=[CH:38][CH:37]=1)(=[O:34])=[O:33].C(=O)([O-])[O-].[K+].[K+], predict the reaction product. The product is: [CH2:1]([C:8]1[CH:13]=[CH:12][C:11]([CH2:14][CH:15]([O:22][CH2:23][CH3:24])[C:16]([O:18][CH:19]([CH3:21])[CH3:20])=[O:17])=[CH:10][C:9]=1[O:25][CH2:43][CH2:42][C:39]1[CH:38]=[CH:37][C:36]([O:35][S:32]([CH3:31])(=[O:33])=[O:34])=[CH:41][CH:40]=1)[C:2]1[CH:3]=[CH:4][CH:5]=[CH:6][CH:7]=1. (2) Given the reactants [Cl:1][C:2]1[CH:10]=[CH:9][CH:8]=[C:7]2[C:3]=1[C:4]([C:17]([OH:19])=O)=[CH:5][N:6]2[CH2:11][CH:12]1[CH2:16][CH2:15][CH2:14][O:13]1.C1C=CC2N(O)N=NC=2C=1.CCN=C=NCCCN(C)C.Cl.[NH2:42][CH2:43][C:44]1([OH:52])[CH2:49][CH2:48][C:47]([F:51])([F:50])[CH2:46][CH2:45]1, predict the reaction product. The product is: [Cl:1][C:2]1[CH:10]=[CH:9][CH:8]=[C:7]2[C:3]=1[C:4]([C:17]([NH:42][CH2:43][C:44]1([OH:52])[CH2:45][CH2:46][C:47]([F:51])([F:50])[CH2:48][CH2:49]1)=[O:19])=[CH:5][N:6]2[CH2:11][CH:12]1[CH2:16][CH2:15][CH2:14][O:13]1.